The task is: Predict which catalyst facilitates the given reaction.. This data is from Catalyst prediction with 721,799 reactions and 888 catalyst types from USPTO. (1) Reactant: CCN(C(C)C)C(C)C.[OH:10][C:11]1[CH:12]=[CH:13][CH:14]=[C:15]2[C:20]=1[O:19][C:18](=[O:21])[C:17]([C:22]([OH:24])=O)=[CH:16]2.CN(C(ON1N=NC2C=CC=NC1=2)=[N+](C)C)C.F[P-](F)(F)(F)(F)F.[N:49]1[NH:50][C:51]([C:54]2[CH:55]=[C:56]([NH2:60])[CH:57]=[CH:58][CH:59]=2)=[CH:52][CH:53]=1. Product: [N:49]1[NH:50][C:51]([C:54]2[CH:55]=[C:56]([NH:60][C:22]([C:17]3[C:18](=[O:21])[O:19][C:20]4[C:15]([CH:16]=3)=[CH:14][CH:13]=[CH:12][C:11]=4[OH:10])=[O:24])[CH:57]=[CH:58][CH:59]=2)=[CH:52][CH:53]=1. The catalyst class is: 3. (2) Reactant: [NH2:1][C@@H:2]([CH2:4][CH2:5][CH2:6][CH2:7][CH3:8])[CH3:3].[CH:9](=O)[C:10]1[CH:15]=[CH:14][CH:13]=[CH:12][CH:11]=1.C(O[BH-](OC(=O)C)OC(=O)C)(=O)C.[Na+].[OH-].[Na+]. Product: [CH2:9]([NH:1][C@@H:2]([CH2:4][CH2:5][CH2:6][CH2:7][CH3:8])[CH3:3])[C:10]1[CH:15]=[CH:14][CH:13]=[CH:12][CH:11]=1. The catalyst class is: 585. (3) Reactant: FC(F)(F)C(O)=O.[NH2:8][C@@H:9]([CH2:13][O:14][C:15]([O:17][C:18]1[C:23]([CH:24]([CH3:26])[CH3:25])=[CH:22][CH:21]=[CH:20][C:19]=1[CH:27]([CH3:29])[CH3:28])=[O:16])[C:10]([OH:12])=[O:11].C(=O)(O)[O-].[Na+]. Product: [NH2:8][C@@H:9]([CH2:13][O:14][C:15]([O:17][C:18]1[C:23]([CH:24]([CH3:25])[CH3:26])=[CH:22][CH:21]=[CH:20][C:19]=1[CH:27]([CH3:29])[CH3:28])=[O:16])[C:10]([OH:12])=[O:11]. The catalyst class is: 578. (4) Reactant: [Br:1][C:2]1[CH:7]=[CH:6][C:5]([NH:8][C:9]2[C:18]3[C:13](=[CH:14][C:15]([O:21][CH2:22][CH:23]4[CH2:28][CH2:27][NH:26][CH2:25][CH2:24]4)=[C:16]([O:19][CH3:20])[CH:17]=3)[N:12]=[CH:11][N:10]=2)=[C:4]([F:29])[CH:3]=1.[CH2:30]=O. Product: [Br:1][C:2]1[CH:7]=[CH:6][C:5]([NH:8][C:9]2[C:18]3[C:13](=[CH:14][C:15]([O:21][CH2:22][CH:23]4[CH2:28][CH2:27][N:26]([CH3:30])[CH2:25][CH2:24]4)=[C:16]([O:19][CH3:20])[CH:17]=3)[N:12]=[CH:11][N:10]=2)=[C:4]([F:29])[CH:3]=1. The catalyst class is: 106. (5) Reactant: [CH3:1][C:2]([CH3:24])([CH3:23])[C@H:3]([NH:11][CH2:12][CH2:13][NH:14][CH2:15][C:16]1[CH:21]=[CH:20][CH:19]=[C:18]([CH3:22])[N:17]=1)[C:4]([O:6][C:7]([CH3:10])([CH3:9])[CH3:8])=[O:5].C1C(=O)N(OC(ON2C(=O)CCC2=O)=O)[C:27](=[O:28])C1.C(N(CC)CC)C. Product: [CH3:1][C:2]([CH3:24])([CH3:23])[C@H:3]([N:11]1[CH2:12][CH2:13][N:14]([CH2:15][C:16]2[CH:21]=[CH:20][CH:19]=[C:18]([CH3:22])[N:17]=2)[C:27]1=[O:28])[C:4]([O:6][C:7]([CH3:8])([CH3:9])[CH3:10])=[O:5]. The catalyst class is: 26. (6) Reactant: CN(C(ON1N=NC2C=CC=NC1=2)=[N+](C)C)C.F[P-](F)(F)(F)(F)F.[C@@H:25]12[CH2:30][C@@H:29]1[CH2:28][C@@H:27]([C:31]1[NH:32][C:33]([C:36]3[CH:37]=[C:38]4[C:43](=[CH:44][CH:45]=3)[CH:42]=[C:41]([C:46]3[CH:51]=[CH:50][C:49]([C:52]5[NH:56][C:55]([CH:57]6[CH2:62][C@@H:61]7[C@@H:59]([CH2:60]7)[N:58]6[C:63]([O:65][CH2:66][C:67]6[CH:72]=[CH:71][CH:70]=[CH:69][CH:68]=6)=[O:64])=[N:54][CH:53]=5)=[CH:48][CH:47]=3)[CH:40]=[CH:39]4)=[CH:34][N:35]=1)[NH:26]2.[CH3:73][O:74][C:75]([NH:77][C@@H:78]([CH:82]([CH3:84])[CH3:83])[C:79](O)=[O:80])=[O:76].CCN(C(C)C)C(C)C. The catalyst class is: 3. Product: [CH3:73][O:74][C:75]([NH:77][C@@H:78]([CH:82]([CH3:84])[CH3:83])[C:79]([N:26]1[C@H:27]([C:31]2[NH:32][C:33]([C:36]3[CH:37]=[C:38]4[C:43](=[CH:44][CH:45]=3)[CH:42]=[C:41]([C:46]3[CH:47]=[CH:48][C:49]([C:52]5[NH:56][C:55]([CH:57]6[CH2:62][C@@H:61]7[C@@H:59]([CH2:60]7)[N:58]6[C:63]([O:65][CH2:66][C:67]6[CH:68]=[CH:69][CH:70]=[CH:71][CH:72]=6)=[O:64])=[N:54][CH:53]=5)=[CH:50][CH:51]=3)[CH:40]=[CH:39]4)=[CH:34][N:35]=2)[CH2:28][C@@H:29]2[C@H:25]1[CH2:30]2)=[O:80])=[O:76]. (7) Product: [OH:2][C:3]1[CH:4]=[C:5]([CH:8]=[CH:9][C:10]=1[OH:11])[CH2:6][NH:7][C:28]([NH:27][CH2:19][CH2:20][C:21]1[CH:26]=[CH:25][CH:24]=[CH:23][CH:22]=1)=[S:29]. The catalyst class is: 42. Reactant: Br.[OH:2][C:3]1[CH:4]=[C:5]([CH:8]=[CH:9][C:10]=1[OH:11])[CH2:6][NH2:7].C(N(CC)CC)C.[CH2:19]([N:27]=[C:28]=[S:29])[CH2:20][C:21]1[CH:26]=[CH:25][CH:24]=[CH:23][CH:22]=1. (8) Reactant: Br.C[N:3]1[CH2:8][CH2:7][C@H:6]([C:9]2[CH:14]=[CH:13][C:12]([Cl:15])=[C:11]([Cl:16])[CH:10]=2)[C@H:5]([CH2:17][O:18][CH2:19][CH3:20])[CH2:4]1.ClC(OC(Cl)=O)C.[OH-].[Na+].N. Product: [CH2:19]([O:18][CH2:17][C@H:5]1[C@@H:6]([C:9]2[CH:14]=[CH:13][C:12]([Cl:15])=[C:11]([Cl:16])[CH:10]=2)[CH2:7][CH2:8][NH:3][CH2:4]1)[CH3:20]. The catalyst class is: 100. (9) Reactant: [OH:1][CH2:2][C@@H:3]1[C@@H:7]([OH:8])[C@@H:6]([OH:9])[C@@H:5]([O:10][CH3:11])[O:4]1.[H-].[Na+].[CH2:14](Br)[C:15]1[CH:20]=[CH:19][CH:18]=[CH:17][CH:16]=1. Product: [CH2:14]([O:8][C@H:7]1[C@@H:6]([O:9][CH2:14][C:15]2[CH:20]=[CH:19][CH:18]=[CH:17][CH:16]=2)[C@@H:5]([O:10][CH3:11])[O:4][C@@H:3]1[CH2:2][O:1][CH2:14][C:15]1[CH:20]=[CH:19][CH:18]=[CH:17][CH:16]=1)[C:15]1[CH:20]=[CH:19][CH:18]=[CH:17][CH:16]=1. The catalyst class is: 3. (10) Reactant: [CH3:1][O:2][C:3]1[CH:12]=[CH:11][C:6]2[C:7](=[O:10])[CH2:8][O:9][C:5]=2[C:4]=1[C:13]#[C:14][C:15]([N:18]1[CH2:23][CH2:22][N:21]([C:24]([O:26][C:27]([CH3:30])([CH3:29])[CH3:28])=[O:25])[CH2:20][CH2:19]1)([CH3:17])[CH3:16].[NH:31]1[C:39]2[C:34](=[CH:35][CH:36]=[CH:37][CH:38]=2)[C:33]([CH:40]=O)=[N:32]1.N1CCCCC1. Product: [NH:31]1[C:39]2[C:34](=[CH:35][CH:36]=[CH:37][CH:38]=2)[C:33](/[CH:40]=[C:8]2\[O:9][C:5]3[C:4]([C:13]#[C:14][C:15]([N:18]4[CH2:19][CH2:20][N:21]([C:24]([O:26][C:27]([CH3:30])([CH3:29])[CH3:28])=[O:25])[CH2:22][CH2:23]4)([CH3:17])[CH3:16])=[C:3]([O:2][CH3:1])[CH:12]=[CH:11][C:6]=3[C:7]\2=[O:10])=[N:32]1. The catalyst class is: 5.